This data is from Forward reaction prediction with 1.9M reactions from USPTO patents (1976-2016). The task is: Predict the product of the given reaction. Given the reactants [N:1]12[CH2:9][C@@H:5]([CH2:6][CH2:7][CH2:8]1)[C@@H:4]([O:10]C(=O)C)[CH2:3][CH2:2]2, predict the reaction product. The product is: [N:1]12[CH2:9][C@@H:5]([CH2:6][CH2:7][CH2:8]1)[C@@H:4]([OH:10])[CH2:3][CH2:2]2.